From a dataset of Reaction yield outcomes from USPTO patents with 853,638 reactions. Predict the reaction yield, written as a fraction of the theoretical maximum amount of product (1.0 means a 100% yield; for example, 0.34 means a 34% yield). (1) The reactants are [NH2:1][C:2]1[CH:3]=[N:4][CH:5]=[CH:6][C:7]=1[CH2:8][CH2:9][O:10][C:11]1[C:20]2[C:15](=[CH:16][CH:17]=[CH:18][CH:19]=2)[C:14]([NH:21][C:22]([NH:24][C:25]2[N:29]([C:30]3[CH:35]=[CH:34][C:33]([CH3:36])=[CH:32][CH:31]=3)[N:28]=[C:27]([C:37]([CH3:40])([CH3:39])[CH3:38])[CH:26]=2)=[O:23])=[CH:13][CH:12]=1.[CH3:41][O:42][CH2:43][CH2:44][O:45][CH2:46][C:47](Cl)=[O:48]. The catalyst is CN(C1C=CN=CC=1)C.C(Cl)Cl. The product is [C:37]([C:27]1[CH:26]=[C:25]([NH:24][C:22](=[O:23])[NH:21][C:14]2[C:15]3[C:20](=[CH:19][CH:18]=[CH:17][CH:16]=3)[C:11]([O:10][CH2:9][CH2:8][C:7]3[CH:6]=[CH:5][N:4]=[CH:3][C:2]=3[NH:1][C:47](=[O:48])[CH2:46][O:45][CH2:44][CH2:43][O:42][CH3:41])=[CH:12][CH:13]=2)[N:29]([C:30]2[CH:35]=[CH:34][C:33]([CH3:36])=[CH:32][CH:31]=2)[N:28]=1)([CH3:40])([CH3:39])[CH3:38]. The yield is 0.560. (2) The reactants are C([O:4][C:5]1[C:6]([C:20](=[O:29])[C:21]2[CH:26]=[CH:25][C:24]([O:27][CH3:28])=[CH:23][CH:22]=2)=[C:7]([CH2:15][C:16]([O:18][CH3:19])=[O:17])[CH:8]=[C:9]([O:11][CH2:12][CH:13]=[CH2:14])[CH:10]=1)C=C.B(Br)(Br)Br.CCCCCC.CO. The catalyst is ClCCl. The product is [CH2:12]([O:11][C:9]1[CH:10]=[C:5]([OH:4])[C:6]([C:20](=[O:29])[C:21]2[CH:22]=[CH:23][C:24]([O:27][CH3:28])=[CH:25][CH:26]=2)=[C:7]([CH2:15][C:16]([O:18][CH3:19])=[O:17])[CH:8]=1)[CH:13]=[CH2:14]. The yield is 0.610. (3) The reactants are [Cl:1][C:2]1[N:11]=[CH:10][C:9]2[NH:8][C:7](=[O:12])[CH:6]3[CH2:13][O:14][CH2:15][CH2:16][N:5]3[C:4]=2[N:3]=1.I[CH2:18][C:19]([O:21][CH2:22][CH3:23])=[O:20].C([O-])([O-])=O.[K+].[K+]. The catalyst is CN(C=O)C. The product is [Cl:1][C:2]1[N:11]=[CH:10][C:9]2[N:8]([CH2:18][C:19]([O:21][CH2:22][CH3:23])=[O:20])[C:7](=[O:12])[CH:6]3[CH2:13][O:14][CH2:15][CH2:16][N:5]3[C:4]=2[N:3]=1. The yield is 0.740. (4) The reactants are N1CCC(C2C3C(=CC=CC=3)NC=2)CC1.C(OC(C1OC(C[Br:27])=CC=1)=O)C.[F:28][C:29]1[CH:59]=[CH:58][C:32]([CH2:33]N2C3C(=CC=CC=3)C(C3CCN(CC4OC(C(O)=O)=CC=4)CC3)=C2)=[CH:31][CH:30]=1. No catalyst specified. The product is [F:28][C:29]1[CH:59]=[CH:58][C:32]([CH2:33][Br:27])=[CH:31][CH:30]=1. The yield is 0.320. (5) The reactants are [F:1][C:2]([F:7])([F:6])[C:3]([OH:5])=[O:4].[CH2:8]([S:10]([N:13]1[CH2:18][CH2:17][CH:16]([C:19]2[C:27]3[C:22](=[C:23]([C:40]([NH2:42])=[O:41])[CH:24]=[C:25]([C:28]4[CH:32]=[C:31]([CH2:33][N:34]([C@@H](C)CO)[CH3:35])[S:30][CH:29]=4)[CH:26]=3)[NH:21][CH:20]=2)[CH2:15][CH2:14]1)(=[O:12])=[O:11])[CH3:9].N[C@H:44]([CH3:47])[CH2:45]O. No catalyst specified. The product is [F:1][C:2]([F:7])([F:6])[C:3]([OH:5])=[O:4].[CH:44]1([CH2:47][N:34]([CH2:33][C:31]2[S:30][CH:29]=[C:28]([C:25]3[CH:26]=[C:27]4[C:22](=[C:23]([C:40]([NH2:42])=[O:41])[CH:24]=3)[NH:21][CH:20]=[C:19]4[CH:16]3[CH2:17][CH2:18][N:13]([S:10]([CH2:8][CH3:9])(=[O:11])=[O:12])[CH2:14][CH2:15]3)[CH:32]=2)[CH3:35])[CH2:2][CH2:45]1. The yield is 0.147. (6) The reactants are [CH3:1][C:2]1[CH:3]=[C:4]([C:8]2[N:9]=[C:10]3[CH:15]=[CH:14][CH:13]=[N:12][N:11]3[C:16]=2[C:17]2[CH:22]=[CH:21][N:20]=[C:19]([NH2:23])[CH:18]=2)[CH:5]=[CH:6][CH:7]=1.C(N(CC)CC)C.[CH3:31][C:32]1[CH:40]=[CH:39][C:35]([C:36](Cl)=[O:37])=[CH:34][CH:33]=1.C(=O)([O-])O.[Na+]. The catalyst is O1CCCC1. The product is [CH3:31][C:32]1[CH:40]=[CH:39][C:35]([C:36]([NH:23][C:19]2[CH:18]=[C:17]([C:16]3[N:11]4[N:12]=[CH:13][CH:14]=[CH:15][C:10]4=[N:9][C:8]=3[C:4]3[CH:5]=[CH:6][CH:7]=[C:2]([CH3:1])[CH:3]=3)[CH:22]=[CH:21][N:20]=2)=[O:37])=[CH:34][CH:33]=1. The yield is 0.530.